Predict the reactants needed to synthesize the given product. From a dataset of Full USPTO retrosynthesis dataset with 1.9M reactions from patents (1976-2016). Given the product [F:25][C:20]1[CH:21]=[CH:22][CH:23]=[CH:24][C:19]=1[C:16]1[N:15]=[CH:14][C:13]([C:9]2[S:10][C:11]([CH3:12])=[C:7]([CH:5]([CH3:6])[CH2:4][OH:3])[N:8]=2)=[CH:18][CH:17]=1, predict the reactants needed to synthesize it. The reactants are: C([O:3][C:4](=O)[CH:5]([C:7]1[N:8]=[C:9]([C:13]2[CH:14]=[N:15][C:16]([C:19]3[CH:24]=[CH:23][CH:22]=[CH:21][C:20]=3[F:25])=[CH:17][CH:18]=2)[S:10][C:11]=1[CH3:12])[CH3:6])C.[H-].[H-].[H-].[H-].[Li+].[Al+3].